This data is from Reaction yield outcomes from USPTO patents with 853,638 reactions. The task is: Predict the reaction yield, written as a fraction of the theoretical maximum amount of product (1.0 means a 100% yield; for example, 0.34 means a 34% yield). (1) The reactants are [Br:1][C:2]1[S:6][C:5]([C:7]([O:9]CC)=O)=[N:4][C:3]=1[CH2:12][CH:13]1[CH2:18][CH2:17][CH2:16][CH2:15][CH2:14]1.[O:19]1[CH2:24][CH2:23][CH:22]([NH2:25])[CH2:21][CH2:20]1. The catalyst is C1(C)C=CC=CC=1. The product is [Br:1][C:2]1[S:6][C:5]([C:7]([NH:25][CH:22]2[CH2:23][CH2:24][O:19][CH2:20][CH2:21]2)=[O:9])=[N:4][C:3]=1[CH2:12][CH:13]1[CH2:14][CH2:15][CH2:16][CH2:17][CH2:18]1. The yield is 0.910. (2) The reactants are C(O)(=O)C.[CH3:5][O:6][C:7](=[O:22])[CH2:8][C:9]1[CH:14]=[C:13]([C:15]([F:18])([F:17])[F:16])[CH:12]=[C:11]([N+:19]([O-])=O)[CH:10]=1. The catalyst is [Fe].O. The product is [CH3:5][O:6][C:7](=[O:22])[CH2:8][C:9]1[CH:14]=[C:13]([C:15]([F:16])([F:18])[F:17])[CH:12]=[C:11]([NH2:19])[CH:10]=1. The yield is 1.00. (3) The reactants are [C:1]1([C:7]2[CH:15]=[CH:14][CH:13]=[CH:12][C:8]=2[C:9]([OH:11])=O)[CH:6]=[CH:5][CH:4]=[CH:3][CH:2]=1.[CH2:16]([NH2:18])[CH3:17]. No catalyst specified. The product is [CH2:16]([NH:18][C:9](=[O:11])[C:8]1[CH:12]=[CH:13][CH:14]=[CH:15][C:7]=1[C:1]1[CH:2]=[CH:3][CH:4]=[CH:5][CH:6]=1)[CH3:17]. The yield is 0.940. (4) The product is [N+:11]([C:8]1[CH:7]=[C:3]2[C:2](=[CH:10][CH:9]=1)[NH:1][C:15](=[O:16])[NH:14][C:4]2=[O:6])([O-:13])=[O:12]. The catalyst is CC(O)=O. The yield is 0.728. The reactants are [NH2:1][C:2]1[CH:10]=[CH:9][C:8]([N+:11]([O-:13])=[O:12])=[CH:7][C:3]=1[C:4]([OH:6])=O.[NH2:14][C:15](N)=[O:16].[OH-].[Na+]. (5) The reactants are [Si:1](Cl)([C:14]([CH3:17])([CH3:16])[CH3:15])([C:8]1[CH:13]=[CH:12][CH:11]=[CH:10][CH:9]=1)[C:2]1[CH:7]=[CH:6][CH:5]=[CH:4][CH:3]=1.[CH3:19][O:20][C:21]1[CH:22]=[C:23]([OH:28])[CH:24]=[C:25]([CH:27]=1)[OH:26].N1C=CN=C1. The catalyst is CN(C=O)C.O. The product is [CH3:19][O:20][C:21]1[CH:27]=[C:25]([O:26][Si:1]([C:14]([CH3:17])([CH3:16])[CH3:15])([C:8]2[CH:13]=[CH:12][CH:11]=[CH:10][CH:9]=2)[C:2]2[CH:7]=[CH:6][CH:5]=[CH:4][CH:3]=2)[CH:24]=[C:23]([OH:28])[CH:22]=1. The yield is 0.330. (6) The reactants are C([SiH](CC)CC)C.[CH3:8][O:9][C:10]([C:12]1[NH:13][CH:14]=[C:15]([C:17](=O)[C:18]2[CH:23]=[CH:22][CH:21]=[CH:20][CH:19]=2)[CH:16]=1)=[O:11]. The yield is 0.575. The catalyst is FC(F)(F)C(O)=O. The product is [CH3:8][O:9][C:10]([C:12]1[NH:13][CH:14]=[C:15]([CH2:17][C:18]2[CH:23]=[CH:22][CH:21]=[CH:20][CH:19]=2)[CH:16]=1)=[O:11]. (7) The reactants are [OH:1][CH2:2][C@@H:3]1[CH2:8][CH2:7][CH2:6][CH2:5][C@H:4]1[NH:9][S:10]([C:13]1[CH:14]=[N:15][C:16]([C:19]([F:22])([F:21])[F:20])=[CH:17][CH:18]=1)(=[O:12])=[O:11].C(=O)([O-])[O-].[Cs+].[Cs+].Br[CH2:30][C:31]1[CH:36]=[CH:35][C:34]([C:37]2[O:38][CH:39]=[CH:40][N:41]=2)=[C:33]([F:42])[C:32]=1[F:43].ClC1C=CC(S(N(CC2C=CC(C3OC=CN=3)=C(F)C=2F)[C@@H]2CCCC[C@H]2CO)(=O)=O)=CC=1. No catalyst specified. The product is [F:43][C:32]1[C:33]([F:42])=[C:34]([C:37]2[O:38][CH:39]=[CH:40][N:41]=2)[CH:35]=[CH:36][C:31]=1[CH2:30][N:9]([C@@H:4]1[CH2:5][CH2:6][CH2:7][CH2:8][C@H:3]1[CH2:2][OH:1])[S:10]([C:13]1[CH:14]=[N:15][C:16]([C:19]([F:22])([F:21])[F:20])=[CH:17][CH:18]=1)(=[O:12])=[O:11]. The yield is 0.520. (8) The reactants are [Na].[CH3:2][O-:3].[Na+].F[C:6]1[C:13]([F:14])=[CH:12][CH:11]=[C:10]([F:15])[C:7]=1[C:8]#[N:9]. The catalyst is CO. The product is [F:14][C:13]1[C:6]([O:3][CH3:2])=[C:7]([C:10]([F:15])=[CH:11][CH:12]=1)[C:8]#[N:9]. The yield is 0.910. (9) The reactants are [F:1][C:2]([F:24])([F:23])[C:3]1[CH:4]=[C:5]([C:13]2[N:17]=[CH:16][N:15](/[CH:18]=[CH:19]\[C:20](O)=[O:21])[N:14]=2)[CH:6]=[C:7]([C:9]([F:12])([F:11])[F:10])[CH:8]=1.[NH:25]([C:27]1[CH:32]=[CH:31][CH:30]=[CH:29][N:28]=1)[NH2:26].C(P1(=O)OP(CCC)(=O)OP(CCC)(=O)O1)CC.CCN(C(C)C)C(C)C. The catalyst is CCOC(C)=O.C(Cl)Cl. The product is [F:23][C:2]([F:24])([F:1])[C:3]1[CH:4]=[C:5]([C:13]2[N:17]=[CH:16][N:15](/[CH:18]=[CH:19]\[C:20]([NH:26][NH:25][C:27]3[CH:32]=[CH:31][CH:30]=[CH:29][N:28]=3)=[O:21])[N:14]=2)[CH:6]=[C:7]([C:9]([F:11])([F:10])[F:12])[CH:8]=1. The yield is 0.480. (10) The reactants are [C:1]1([CH2:7][O:8][C:9]([N:11]2[CH2:15][CH2:14][CH:13]([C:16]([OH:18])=[O:17])[NH:12]2)=[O:10])[CH:6]=[CH:5][CH:4]=[CH:3][CH:2]=1.CCN(C(C)C)C(C)C.[CH:28]([N:30]([CH2:39][C@@H:40]([CH2:44][CH2:45][CH2:46][CH2:47][CH3:48])[C:41](F)=[O:42])[O:31][CH2:32][C:33]1[CH:38]=[CH:37][CH:36]=[CH:35][CH:34]=1)=[O:29].CC(O)=O. The catalyst is CN(C=O)C. The product is [CH:28]([N:30]([CH2:39][C@@H:40]([CH2:44][CH2:45][CH2:46][CH2:47][CH3:48])[C:41]([N:12]1[C@H:13]([C:16]([OH:18])=[O:17])[CH2:14][CH2:15][N:11]1[C:9]([O:8][CH2:7][C:1]1[CH:6]=[CH:5][CH:4]=[CH:3][CH:2]=1)=[O:10])=[O:42])[O:31][CH2:32][C:33]1[CH:34]=[CH:35][CH:36]=[CH:37][CH:38]=1)=[O:29]. The yield is 0.350.